This data is from Full USPTO retrosynthesis dataset with 1.9M reactions from patents (1976-2016). The task is: Predict the reactants needed to synthesize the given product. Given the product [OH:2][CH2:1][C:5]1[CH:10]=[CH:9][C:8]([C:11]2[N:15]=[C:14]([C:16]3[S:17][C:18]([C:27]([F:30])([F:29])[F:28])=[C:19]([C:21]4[CH:26]=[CH:25][CH:24]=[CH:23][CH:22]=4)[CH:20]=3)[O:13][N:12]=2)=[CH:7][CH:6]=1, predict the reactants needed to synthesize it. The reactants are: [C:1]([C:5]1[CH:10]=[CH:9][C:8]([C:11]2[N:15]=[C:14]([C:16]3[S:17][C:18]([C:27]([F:30])([F:29])[F:28])=[C:19]([C:21]4[CH:26]=[CH:25][CH:24]=[CH:23][CH:22]=4)[CH:20]=3)[O:13][N:12]=2)=[CH:7][CH:6]=1)(OC)=[O:2].CC(C[AlH]CC(C)C)C.